Dataset: Full USPTO retrosynthesis dataset with 1.9M reactions from patents (1976-2016). Task: Predict the reactants needed to synthesize the given product. (1) Given the product [OH:1][C:2]1[CH:10]=[CH:9][C:5]([C:6]([Cl:13])=[O:7])=[CH:4][N:3]=1, predict the reactants needed to synthesize it. The reactants are: [OH:1][C:2]1[CH:10]=[CH:9][C:5]([C:6](O)=[O:7])=[CH:4][N:3]=1.S(Cl)([Cl:13])=O. (2) Given the product [CH2:27]([CH:16]1[CH:15]([CH2:17][CH2:18][CH3:19])[CH2:14][N:13]([C:20]([O:22][C:23]([CH3:25])([CH3:24])[CH3:26])=[O:21])[C:12]1=[O:11])[C:28]1[CH:33]=[CH:32][CH:31]=[CH:30][CH:29]=1, predict the reactants needed to synthesize it. The reactants are: C[Si](C)(C)N[Si](C)(C)C.[Li].[O:11]=[C:12]1[CH2:16][CH:15]([CH2:17][CH2:18][CH3:19])[CH2:14][N:13]1[C:20]([O:22][C:23]([CH3:26])([CH3:25])[CH3:24])=[O:21].[CH2:27](Br)[C:28]1[CH:33]=[CH:32][CH:31]=[CH:30][CH:29]=1.[Cl-].[NH4+]. (3) Given the product [CH3:1][O:2][CH2:3][CH2:4][CH2:5][N:6]1[C:11]2[CH:12]=[C:13]([CH2:16][O:17][CH:18]3[CH:23]([C:24]4[CH:25]=[CH:26][C:27]([O:30][CH2:31][CH2:32][N:64]5[CH2:65][CH2:66][CH:62]([C:56]6[CH:61]=[CH:60][CH:59]=[CH:58][CH:57]=6)[CH2:63]5)=[CH:28][CH:29]=4)[CH2:22][CH2:21][N:20]([C:44]([O:46][CH2:47][C:48]4[CH:49]=[CH:50][CH:51]=[CH:52][CH:53]=4)=[O:45])[CH2:19]3)[CH:14]=[CH:15][C:10]=2[O:9][CH2:8][CH2:7]1, predict the reactants needed to synthesize it. The reactants are: [CH3:1][O:2][CH2:3][CH2:4][CH2:5][N:6]1[C:11]2[CH:12]=[C:13]([CH2:16][O:17][CH:18]3[CH:23]([C:24]4[CH:29]=[CH:28][C:27]([O:30][CH2:31][CH2:32]OS(C5C=CC(C)=CC=5)(=O)=O)=[CH:26][CH:25]=4)[CH2:22][CH2:21][N:20]([C:44]([O:46][CH2:47][C:48]4[CH:53]=[CH:52][CH:51]=[CH:50][CH:49]=4)=[O:45])[CH2:19]3)[CH:14]=[CH:15][C:10]=2[O:9][CH2:8][C:7]1=O.Cl.[C:56]1([CH:62]2[CH2:66][CH2:65][NH:64][CH2:63]2)[CH:61]=[CH:60][CH:59]=[CH:58][CH:57]=1.C(=O)([O-])[O-].[K+].[K+].C(=O)([O-])O.[Na+]. (4) Given the product [Cl:1][C:2]1[CH:7]=[CH:6][CH:5]=[CH:4][C:3]=1[S:8]([C@H:11]1[CH2:15][N:14]([C:34]([CH:31]2[CH2:32][CH2:33][N:30]2[CH:27]2[CH2:26][CH2:25][S:24][CH2:29][CH2:28]2)=[O:35])[C@H:13]([C:16]([NH:18][C:19]2([C:22]#[N:23])[CH2:21][CH2:20]2)=[O:17])[CH2:12]1)(=[O:10])=[O:9], predict the reactants needed to synthesize it. The reactants are: [Cl:1][C:2]1[CH:7]=[CH:6][CH:5]=[CH:4][C:3]=1[S:8]([C@H:11]1[CH2:15][NH:14][C@H:13]([C:16]([NH:18][C:19]2([C:22]#[N:23])[CH2:21][CH2:20]2)=[O:17])[CH2:12]1)(=[O:10])=[O:9].[S:24]1[CH2:29][CH2:28][CH:27]([N:30]2[CH2:33][CH2:32][CH:31]2[C:34]([O-])=[O:35])[CH2:26][CH2:25]1.[Li+]. (5) Given the product [C:34]([O:33][C:31]([NH:18][C@H:19]([CH2:20][C:21]1[CH:26]=[CH:25][C:24]([Cl:27])=[CH:23][CH:22]=1)[C:28]([N:14]1[CH2:15][CH2:16][N:11]([C:6]2[CH:7]=[CH:8][CH:9]=[CH:10][C:5]=2[C:3]([N:2]([CH3:17])[CH3:1])=[O:4])[CH2:12][CH2:13]1)=[O:29])=[O:32])([CH3:37])([CH3:35])[CH3:36], predict the reactants needed to synthesize it. The reactants are: [CH3:1][N:2]([CH3:17])[C:3]([C:5]1[CH:10]=[CH:9][CH:8]=[CH:7][C:6]=1[N:11]1[CH2:16][CH2:15][NH:14][CH2:13][CH2:12]1)=[O:4].[NH:18]([C:31]([O:33][C:34]([CH3:37])([CH3:36])[CH3:35])=[O:32])[C@@H:19]([C:28](O)=[O:29])[CH2:20][C:21]1[CH:26]=[CH:25][C:24]([Cl:27])=[CH:23][CH:22]=1.C1C=NC2N(O)N=NC=2C=1.C(Cl)CCl. (6) Given the product [CH2:10]([C:6]1[C:7]([C:15]2[CH:14]=[C:13]3[C:37](=[CH:28][C:29]=2[O:30][CH3:31])[C:36](=[O:35])[CH2:17][CH2:16]3)=[N:8][C:3]([CH2:1][CH3:2])=[C:4]([NH:12][CH:13]([CH2:16][CH3:17])[CH2:14][CH3:15])[N:5]=1)[CH3:11], predict the reactants needed to synthesize it. The reactants are: [CH2:1]([C:3]1[C:4]([NH:12][CH:13]([CH2:16][CH3:17])[CH2:14][CH3:15])=[N:5][C:6]([CH2:10][CH3:11])=[C:7](I)[N:8]=1)[CH3:2].P([O-])([O-])([O-])=O.[K+].[K+].[K+].CO[CH2:28][CH2:29][O:30][CH3:31].C([O:35][CH2:36][CH3:37])(=O)C.